From a dataset of Peptide-MHC class II binding affinity with 134,281 pairs from IEDB. Regression. Given a peptide amino acid sequence and an MHC pseudo amino acid sequence, predict their binding affinity value. This is MHC class II binding data. (1) The peptide sequence is KMIGGIGGFIKVRQYDQIHI. The MHC is HLA-DPA10201-DPB10101 with pseudo-sequence HLA-DPA10201-DPB10101. The binding affinity (normalized) is 0.390. (2) The peptide sequence is KKWIKVEYGNLSLSGIA. The MHC is DRB1_0801 with pseudo-sequence DRB1_0801. The binding affinity (normalized) is 0.284. (3) The peptide sequence is MATTLPVQRHPRSLFPEFSE. The MHC is DRB1_1301 with pseudo-sequence DRB1_1301. The binding affinity (normalized) is 0.